From a dataset of Forward reaction prediction with 1.9M reactions from USPTO patents (1976-2016). Predict the product of the given reaction. (1) The product is: [CH3:22][O:23][C:12]1[CH:13]=[C:18]([CH2:17][CH2:16][C:19]2[C:18]3[C:13](=[CH:14][CH:15]=[CH:16][CH:17]=3)[C:12](=[O:21])[NH:11][CH:20]=2)[CH:19]=[CH:20][N:11]=1. Given the reactants COC1C=C(C=C[N:11]2[CH:20]=[CH:19][C:18]3[C:13](=[CH:14][CH:15]=[CH:16][CH:17]=3)[C:12]2=[O:21])C=CN=1.[CH3:22][OH:23], predict the reaction product. (2) The product is: [CH3:25][C:22]1[CH:23]=[CH:24][C:19]([CH2:18][O:17][C:14]2[CH:15]=[CH:16][N:11]([CH2:10][CH2:9][C:6]3[CH:7]=[CH:8][C:3]([CH2:2][N:27]4[CH2:32][CH2:31][CH:30]([NH:33][C:34](=[O:36])[CH3:35])[CH2:29][CH2:28]4)=[CH:4][CH:5]=3)[C:12](=[O:26])[CH:13]=2)=[N:20][CH:21]=1. Given the reactants Br[CH2:2][C:3]1[CH:8]=[CH:7][C:6]([CH2:9][CH2:10][N:11]2[CH:16]=[CH:15][C:14]([O:17][CH2:18][C:19]3[CH:24]=[CH:23][C:22]([CH3:25])=[CH:21][N:20]=3)=[CH:13][C:12]2=[O:26])=[CH:5][CH:4]=1.[NH:27]1[CH2:32][CH2:31][CH:30]([NH:33][C:34](=[O:36])[CH3:35])[CH2:29][CH2:28]1, predict the reaction product. (3) Given the reactants Cl[C:2]1[N:7]=[C:6]([NH:8][C:9]2[CH:14]=[CH:13][C:12]3[O:15][CH2:16][CH2:17][O:18][C:11]=3[CH:10]=2)[C:5]([F:19])=[CH:4][N:3]=1.[OH:20][CH:21]([CH2:31][OH:32])[CH2:22][O:23][C:24]1[CH:30]=[CH:29][C:27]([NH2:28])=[CH:26][CH:25]=1, predict the reaction product. The product is: [OH:20][CH:21]([CH2:31][OH:32])[CH2:22][O:23][C:24]1[CH:30]=[CH:29][C:27]([NH:28][C:2]2[N:7]=[C:6]([NH:8][C:9]3[CH:14]=[CH:13][C:12]4[O:15][CH2:16][CH2:17][O:18][C:11]=4[CH:10]=3)[C:5]([F:19])=[CH:4][N:3]=2)=[CH:26][CH:25]=1. (4) Given the reactants [CH:1]1([CH2:4][O:5][C:6]2[CH:14]=[CH:13][C:9]3[O:10][CH2:11][O:12][C:8]=3[C:7]=2[C:15]2[C:16]3[NH:23][CH:22]=[C:21]([C:24](O)=[O:25])[C:17]=3[N:18]=[CH:19][N:20]=2)[CH2:3][CH2:2]1.Cl.[NH2:28][C@H:29]([CH2:59][CH2:60][S:61][CH3:62])[C:30]([N:32]1[CH2:37][CH2:36][CH:35]([N:38]2[N:47]=[C:46]([C:48]3[CH:53]=[CH:52][C:51]([O:54][CH3:55])=[C:50]([O:56][CH3:57])[CH:49]=3)[C@@H:45]3[C@@H:40]([CH2:41][CH2:42][CH2:43][CH2:44]3)[C:39]2=[O:58])[CH2:34][CH2:33]1)=[O:31].CCN(C(C)C)C(C)C.CN(C(ON1N=NC2C=CC=CC1=2)=[N+](C)C)C.F[P-](F)(F)(F)(F)F.C(=O)(O)[O-].[Na+], predict the reaction product. The product is: [CH:1]1([CH2:4][O:5][C:6]2[CH:14]=[CH:13][C:9]3[O:10][CH2:11][O:12][C:8]=3[C:7]=2[C:15]2[C:16]3[NH:23][CH:22]=[C:21]([C:24]([NH:28][C@H:29]([CH2:59][CH2:60][S:61][CH3:62])[C:30]([N:32]4[CH2:37][CH2:36][CH:35]([N:38]5[N:47]=[C:46]([C:48]6[CH:53]=[CH:52][C:51]([O:54][CH3:55])=[C:50]([O:56][CH3:57])[CH:49]=6)[C@@H:45]6[C@@H:40]([CH2:41][CH2:42][CH2:43][CH2:44]6)[C:39]5=[O:58])[CH2:34][CH2:33]4)=[O:31])=[O:25])[C:17]=3[N:18]=[CH:19][N:20]=2)[CH2:2][CH2:3]1. (5) Given the reactants Cl.FC1C=C(C=CC=1)CN1C=C(C2C3C(=NC=C(C4C=CC(C5CCNCC5)=CC=4)C=3)N(S(C3C=CC(C)=CC=3)(=O)=O)C=2)C=N1.[F:46][C:47]1[CH:48]=[C:49]([CH:91]=[CH:92][CH:93]=1)[CH2:50][N:51]1[CH:55]=[C:54]([C:56]2[C:64]3[C:59](=[N:60][CH:61]=[C:62]([C:65]4[CH:70]=[CH:69][C:68]([N:71]5[CH2:76][CH2:75][N:74]([CH2:77][C:78]([NH2:80])=[O:79])[CH2:73][CH2:72]5)=[CH:67][CH:66]=4)[CH:63]=3)[N:58](S(C3C=CC(C)=CC=3)(=O)=O)[CH:57]=2)[CH:53]=[N:52]1.[OH-].[Li+], predict the reaction product. The product is: [F:46][C:47]1[CH:48]=[C:49]([CH:91]=[CH:92][CH:93]=1)[CH2:50][N:51]1[CH:55]=[C:54]([C:56]2[C:64]3[C:59](=[N:60][CH:61]=[C:62]([C:65]4[CH:66]=[CH:67][C:68]([N:71]5[CH2:76][CH2:75][N:74]([CH2:77][C:78]([NH2:80])=[O:79])[CH2:73][CH2:72]5)=[CH:69][CH:70]=4)[CH:63]=3)[NH:58][CH:57]=2)[CH:53]=[N:52]1.